Dataset: Forward reaction prediction with 1.9M reactions from USPTO patents (1976-2016). Task: Predict the product of the given reaction. (1) Given the reactants [OH:1][C:2]([CH3:27])([CH3:26])[CH2:3][N:4]1[CH2:9][CH2:8][CH:7]([CH:10]([C:12]2[N:16]3[N:17]=[C:18]([CH3:21])[CH:19]=[CH:20][C:15]3=[C:14]([C:22](O)=[O:23])[C:13]=2[CH3:25])[CH3:11])[CH2:6][CH2:5]1.[NH2:28][CH2:29][C:30]1[C:31](=[O:38])[NH:32][C:33]([CH3:37])=[CH:34][C:35]=1[CH3:36].C(N(CC)CC)C, predict the reaction product. The product is: [CH3:36][C:35]1[CH:34]=[C:33]([CH3:37])[NH:32][C:31](=[O:38])[C:30]=1[CH2:29][NH:28][C:22]([C:14]1[C:13]([CH3:25])=[C:12]([CH:10]([CH:7]2[CH2:6][CH2:5][N:4]([CH2:3][C:2]([OH:1])([CH3:27])[CH3:26])[CH2:9][CH2:8]2)[CH3:11])[N:16]2[C:15]=1[CH:20]=[CH:19][C:18]([CH3:21])=[N:17]2)=[O:23]. (2) The product is: [Br:23][CH2:24][CH2:25][CH2:26][N:6]1[C:7]2([CH2:14][CH2:13][N:12]([C:15]([O:17][C:18]([CH3:19])([CH3:21])[CH3:20])=[O:16])[CH2:11][CH2:10]2)[C:8](=[O:9])[N:4]([CH3:3])[C:5]1=[O:22]. Given the reactants [H-].[Na+].[CH3:3][N:4]1[C:8](=[O:9])[C:7]2([CH2:14][CH2:13][N:12]([C:15]([O:17][C:18]([CH3:21])([CH3:20])[CH3:19])=[O:16])[CH2:11][CH2:10]2)[NH:6][C:5]1=[O:22].[Br:23][CH2:24][CH2:25][CH2:26]Br, predict the reaction product. (3) Given the reactants [CH3:1][O:2][C:3]1[CH:4]=[CH:5][C:6]([CH3:10])=[C:7]([CH:9]=1)N.OS(O)(=O)=O.N([O-])=O.[Na+].[BrH:20], predict the reaction product. The product is: [Br:20][C:7]1[CH:9]=[C:3]([O:2][CH3:1])[CH:4]=[CH:5][C:6]=1[CH3:10]. (4) Given the reactants [C:1]1([OH:11])[C:10]2[C:5](=[CH:6][CH:7]=[CH:8][CH:9]=2)[CH:4]=[CH:3][CH:2]=1.[Br:12][C:13]([F:19])([F:18])[C:14]([F:17])([F:16])Br.[OH-].[K+], predict the reaction product. The product is: [Br:12][C:13]([F:19])([F:18])[C:14]([F:17])([F:16])[O:11][C:1]1[C:10]2[C:5](=[CH:6][CH:7]=[CH:8][CH:9]=2)[CH:4]=[CH:3][CH:2]=1.